Dataset: Catalyst prediction with 721,799 reactions and 888 catalyst types from USPTO. Task: Predict which catalyst facilitates the given reaction. (1) Reactant: [CH:1]1([O:6][C:7]2[CH:37]=[CH:36][C:10]([C:11]([C:13]3[CH:14]=[CH:15][C:16]([O:24][CH2:25][C:26]4[CH:35]=[CH:34][C:29]5[C:30]([OH:33])=[N:31][O:32][C:28]=5[CH:27]=4)=[C:17]([CH2:19][CH2:20][C:21]([OH:23])=[O:22])[CH:18]=3)=[O:12])=[C:9]([OH:38])[CH:8]=2)[CH2:5][CH2:4][CH2:3][CH2:2]1.C(N(CC)CC)C.[C:46](Cl)([C:59]1[CH:64]=[CH:63][CH:62]=[CH:61][CH:60]=1)([C:53]1[CH:58]=[CH:57][CH:56]=[CH:55][CH:54]=1)[C:47]1[CH:52]=[CH:51][CH:50]=[CH:49][CH:48]=1.Cl. Product: [CH:1]1([O:6][C:7]2[CH:37]=[CH:36][C:10]([C:11]([C:13]3[CH:14]=[CH:15][C:16]([O:24][CH2:25][C:26]4[CH:35]=[CH:34][C:29]5[C:30](=[O:33])[N:31]([C:46]([C:47]6[CH:52]=[CH:51][CH:50]=[CH:49][CH:48]=6)([C:59]6[CH:60]=[CH:61][CH:62]=[CH:63][CH:64]=6)[C:53]6[CH:54]=[CH:55][CH:56]=[CH:57][CH:58]=6)[O:32][C:28]=5[CH:27]=4)=[C:17]([CH2:19][CH2:20][C:21]([OH:23])=[O:22])[CH:18]=3)=[O:12])=[C:9]([OH:38])[CH:8]=2)[CH2:2][CH2:3][CH2:4][CH2:5]1. The catalyst class is: 34. (2) Reactant: [CH3:1][O:2][C:3]1[CH:8]=[C:7]([CH3:9])[C:6]([S:10]([N:13]([CH3:21])[CH2:14][CH2:15][O:16][CH2:17][C:18]([OH:20])=O)(=[O:12])=[O:11])=[C:5]([CH3:22])[C:4]=1[CH3:23].[CH3:24][N:25]([CH:27]([C:35]1[CH:40]=[CH:39][CH:38]=[CH:37][CH:36]=1)[CH:28]1[CH2:33][CH2:32][CH:31]([NH2:34])[CH2:30][CH2:29]1)[CH3:26]. Product: [CH3:26][N:25]([CH:27]([C:35]1[CH:36]=[CH:37][CH:38]=[CH:39][CH:40]=1)[CH:28]1[CH2:29][CH2:30][CH:31]([NH:34][C:18](=[O:20])[CH2:17][O:16][CH2:15][CH2:14][N:13]([S:10]([C:6]2[C:7]([CH3:9])=[CH:8][C:3]([O:2][CH3:1])=[C:4]([CH3:23])[C:5]=2[CH3:22])(=[O:11])=[O:12])[CH3:21])[CH2:32][CH2:33]1)[CH3:24]. The catalyst class is: 1. (3) Reactant: N(C([O-])=O)=NC([O-])=O.[CH3:9][NH:10][C:11]1[N:16]=[C:15]([CH2:17][CH2:18][OH:19])[CH:14]=[CH:13][CH:12]=1.O[C:21]1[CH:22]=[C:23]2[C:27](=[CH:28][CH:29]=1)[NH:26][C:25]([CH2:30][CH2:31][C:32]([O:34][CH3:35])=[O:33])=[CH:24]2.C1(P(C2C=CC=CC=2)C2C=CC=CC=2)C=CC=CC=1. Product: [CH3:9][NH:10][C:11]1[N:16]=[C:15]([CH2:17][CH2:18][O:19][C:21]2[CH:22]=[C:23]3[C:27](=[CH:28][CH:29]=2)[NH:26][C:25]([CH2:30][CH2:31][C:32]([O:34][CH3:35])=[O:33])=[CH:24]3)[CH:14]=[CH:13][CH:12]=1. The catalyst class is: 7.